Predict which catalyst facilitates the given reaction. From a dataset of Catalyst prediction with 721,799 reactions and 888 catalyst types from USPTO. (1) Reactant: [Cl:1][C:2]1[CH:3]=[C:4]2[C:8](=[CH:9][CH:10]=1)[NH:7][C:6](=[O:11])[CH2:5]2.C[Si](C)(C)N[Si](C)(C)C.[Na].[NH2:22][C:23]1[CH:32]=[C:31]2[C:26]([CH2:27][O:28][C:29]2=O)=[CH:25][CH:24]=1. Product: [NH2:22][C:23]1[CH:32]=[C:31]2[C:26]([CH2:27][O:28][C:29]2=[C:5]2[C:4]3[C:8](=[CH:9][CH:10]=[C:2]([Cl:1])[CH:3]=3)[NH:7][C:6]2=[O:11])=[CH:25][CH:24]=1. The catalyst class is: 216. (2) Reactant: C(N(CC)CC)C.[CH:8]([C:10]1[C:18]2[C:13](=[CH:14][CH:15]=[CH:16][CH:17]=2)[N:12](C(OC(C)(C)C)=O)[CH:11]=1)=[O:9].[NH:26]1[C:34]2[C:29](=[CH:30][C:31]([CH:35]=[N:36][C:37]3[CH:42]=[CH:41][N:40]=[C:39]([O:43][CH3:44])[CH:38]=3)=[CH:32][CH:33]=2)[CH:28]=[CH:27]1. Product: [NH:12]1[C:13]2[C:18](=[CH:17][CH:16]=[CH:15][CH:14]=2)[C:10]([C:8](=[O:9])[CH:35]([C:31]2[CH:30]=[C:29]3[C:34](=[CH:33][CH:32]=2)[NH:26][CH:27]=[CH:28]3)[NH:36][C:37]2[CH:42]=[CH:41][N:40]=[C:39]([O:43][CH3:44])[CH:38]=2)=[CH:11]1. The catalyst class is: 433. (3) Reactant: [Br:1][C:2]1[CH:7]=[CH:6][C:5]([N:8]=[C:9]=S)=[CH:4][CH:3]=1.[NH2:11][C:12]1[CH:17]=[C:16]([Cl:18])[CH:15]=[CH:14][C:13]=1[OH:19].Cl.CN(C)CCCN=C=NCC. Product: [Br:1][C:2]1[CH:7]=[CH:6][C:5]([NH:8][C:9]2[O:19][C:13]3[CH:14]=[CH:15][C:16]([Cl:18])=[CH:17][C:12]=3[N:11]=2)=[CH:4][CH:3]=1. The catalyst class is: 7. (4) Reactant: [CH2:1]1[C:10]2[C:5](=[CH:6][CH:7]=[C:8]([C:11]([O:13][CH3:14])=[O:12])[CH:9]=2)[CH2:4][CH2:3][N:2]1C(OC(C)(C)C)=O.FC(F)(F)C(O)=O. Product: [CH2:1]1[C:10]2[C:5](=[CH:6][CH:7]=[C:8]([C:11]([O:13][CH3:14])=[O:12])[CH:9]=2)[CH2:4][CH2:3][NH:2]1. The catalyst class is: 4. (5) Reactant: [N:1]1[CH:6]=[CH:5][CH:4]=[C:3]([CH:7]=[C:8]2[C:13](=[O:14])[CH:12]3[CH2:15][CH2:16][N:9]2[CH2:10][CH2:11]3)[CH:2]=1.Cl. Product: [N:1]1[CH:6]=[CH:5][CH:4]=[C:3]([CH2:7][CH:8]2[C:13](=[O:14])[CH:12]3[CH2:11][CH2:10][N:9]2[CH2:16][CH2:15]3)[CH:2]=1. The catalyst class is: 19. (6) Reactant: [Cl:1][C:2]1[CH:26]=[CH:25][C:5]([O:6][CH2:7][C:8]([N:10]2[CH2:15][CH2:14][N:13]([CH2:16][C:17]3[CH:22]=[CH:21][C:20]([F:23])=[CH:19][CH:18]=3)[CH2:12][C@H:11]2[CH3:24])=[O:9])=[C:4]([OH:27])[CH:3]=1.[CH2:28]([N:30](CC)CC)C.N#CBr. Product: [Cl:1][C:2]1[CH:26]=[CH:25][C:5]([O:6][CH2:7][C:8]([N:10]2[CH2:15][CH2:14][N:13]([CH2:16][C:17]3[CH:22]=[CH:21][C:20]([F:23])=[CH:19][CH:18]=3)[CH2:12][C@H:11]2[CH3:24])=[O:9])=[C:4]([O:27][C:28]#[N:30])[CH:3]=1. The catalyst class is: 2. (7) Reactant: [CH:1]([NH:14][CH2:15][C:16]([N:18]1[CH2:23][CH2:22][N:21]([CH:24]([C:31]2[CH:36]=[CH:35][CH:34]=[CH:33][CH:32]=2)[C:25]2[CH:30]=[CH:29][CH:28]=[CH:27][CH:26]=2)[CH:20]([C:37](C)(C)[O:38][SiH2]C(C)(C)C)[CH2:19]1)=[O:17])([C:8]1[CH:13]=[CH:12][CH:11]=[CH:10][CH:9]=1)[C:2]1[CH:7]=[CH:6][CH:5]=[CH:4][CH:3]=1.[F-].C([N+](CCCC)(CCCC)CCCC)CCC. The catalyst class is: 1. Product: [CH:1]([NH:14][CH2:15][C:16]([N:18]1[CH2:23][CH2:22][N:21]([CH:24]([C:31]2[CH:32]=[CH:33][CH:34]=[CH:35][CH:36]=2)[C:25]2[CH:30]=[CH:29][CH:28]=[CH:27][CH:26]=2)[CH:20]([CH2:37][OH:38])[CH2:19]1)=[O:17])([C:8]1[CH:9]=[CH:10][CH:11]=[CH:12][CH:13]=1)[C:2]1[CH:7]=[CH:6][CH:5]=[CH:4][CH:3]=1. (8) Reactant: C[C@@H]([C@@H:9]1[C@@:13]2([CH3:30])[CH2:14][CH2:15][C:16]3[C@@:21]4([CH3:29])[CH2:22][CH2:23][C:24]([C:26]([CH3:28])([CH3:27])[CH:20]4[CH2:19][CH2:18][C:17]=3[C@:12]2([CH3:31])[CH2:11][CH2:10]1)=[O:25])CCC=C(C)C.O=[O+][O-]. Product: [CH3:28][C:26]1([CH3:27])[CH:20]2[C@@:21]([CH3:29])([C:16]3[CH2:15][CH2:14][C@@:13]4([CH3:30])[C@:12]([CH3:31])([C:17]=3[CH2:18][CH2:19]2)[CH2:11][CH2:10][C@@H:9]4[C@H:21]([CH3:20])[CH2:22][CH2:23][CH:24]=[O:25])[CH2:22][CH2:23][C:24]1=[O:25]. The catalyst class is: 2. (9) Reactant: I(OC(=O)C1C=CC=CC=1)(=O)=O.CS(C)=O.[F:17][C:18]1[CH:27]=[CH:26][C:25]([O:28][CH2:29][CH2:30][CH3:31])=[C:24]2[C:19]=1[C:20](=[O:49])[C:21]([C:41]1[CH:46]=[CH:45][C:44]([O:47][CH3:48])=[CH:43][CH:42]=1)=[CH:22][N:23]2[CH2:32][CH2:33][S:34]([CH2:37][CH2:38][CH2:39][OH:40])(=[O:36])=[O:35].O. Product: [F:17][C:18]1[CH:27]=[CH:26][C:25]([O:28][CH2:29][CH2:30][CH3:31])=[C:24]2[C:19]=1[C:20](=[O:49])[C:21]([C:41]1[CH:42]=[CH:43][C:44]([O:47][CH3:48])=[CH:45][CH:46]=1)=[CH:22][N:23]2[CH2:32][CH2:33][S:34]([CH2:37][CH2:38][CH:39]=[O:40])(=[O:35])=[O:36]. The catalyst class is: 13.